Predict the reactants needed to synthesize the given product. From a dataset of Full USPTO retrosynthesis dataset with 1.9M reactions from patents (1976-2016). (1) The reactants are: Br[C:2](Br)=[CH:3][C:4]1[CH:9]=[CH:8][C:7]([O:10][CH3:11])=[C:6]([O:12][CH2:13][CH3:14])[CH:5]=1.[Li]CCCC. Given the product [CH2:13]([O:12][C:6]1[CH:5]=[C:4]([C:3]#[CH:2])[CH:9]=[CH:8][C:7]=1[O:10][CH3:11])[CH3:14], predict the reactants needed to synthesize it. (2) Given the product [C:1]1([CH2:17][CH2:18][CH2:19][C:20]([O:22][CH:23]=[CH2:24])=[O:21])[C:14]2[C:15]3=[C:16]4[C:11](=[CH:12][CH:13]=2)[CH:10]=[CH:9][CH:8]=[C:7]4[CH:6]=[CH:5][C:4]3=[CH:3][CH:2]=1, predict the reactants needed to synthesize it. The reactants are: [C:1]1([CH2:17][CH2:18][CH2:19][C:20]([OH:22])=[O:21])[C:14]2[C:15]3=[C:16]4[C:11](=[CH:12][CH:13]=2)[CH:10]=[CH:9][CH:8]=[C:7]4[CH:6]=[CH:5][C:4]3=[CH:3][CH:2]=1.[C:23](OC=C)(=O)[CH3:24]. (3) Given the product [CH:1]1([N:4]2[CH2:12][C:11]3[C:6](=[CH:7][CH:8]=[C:9]([C:24]4[CH:37]=[CH:36][C:27]([CH2:28][N:29]5[CH2:33][C@@H:32]([CH3:34])[O:31][C:30]5=[O:35])=[CH:26][CH:25]=4)[CH:10]=3)[C:5]2=[O:22])[CH2:2][CH2:3]1, predict the reactants needed to synthesize it. The reactants are: [CH:1]1([N:4]2[CH2:12][C:11]3[C:6](=[CH:7][CH:8]=[C:9](B4OC(C)(C)C(C)(C)O4)[CH:10]=3)[C:5]2=[O:22])[CH2:3][CH2:2]1.Br[C:24]1[CH:37]=[CH:36][C:27]([CH2:28][N:29]2[CH2:33][C@@H:32]([CH3:34])[O:31][C:30]2=[O:35])=[CH:26][CH:25]=1.C1(P(C2CCCCC2)C2CCCCC2)CCCCC1.P([O-])([O-])([O-])=O.[K+].[K+].[K+]. (4) The reactants are: [OH-].[Na+].F[C:4]1[CH:9]=[C:8]([C:10]2[C:15]([CH3:16])=[CH:14][N:13]=[C:12]([O:17][CH3:18])[C:11]=2[CH3:19])[CH:7]=[CH:6][C:5]=1[C:20]1[N:24]([C@H:25]2[CH2:29][CH2:28][O:27][CH2:26]2)[N:23]=[CH:22][C:21]=1[C:30]([NH2:32])=[O:31].O.C(O)(=O)C. Given the product [CH3:18][O:17][C:12]1[C:11]([CH3:19])=[C:10]([C:8]2[CH:9]=[CH:4][C:5]3[C:20]4[N:24]([C@H:25]5[CH2:29][CH2:28][O:27][CH2:26]5)[N:23]=[CH:22][C:21]=4[C:30](=[O:31])[NH:32][C:6]=3[CH:7]=2)[C:15]([CH3:16])=[CH:14][N:13]=1, predict the reactants needed to synthesize it.